Dataset: Catalyst prediction with 721,799 reactions and 888 catalyst types from USPTO. Task: Predict which catalyst facilitates the given reaction. (1) Reactant: [F:1][C:2]([F:14])([F:13])[C:3]1[CH:12]=[CH:11][C:6]([C:7]([NH:9][NH2:10])=[O:8])=[CH:5][N:4]=1.C(N(CC)CC)C.[Cl:22][C:23]1[CH:24]=[C:25]2[C:29](=[CH:30][CH:31]=1)[NH:28][C:27]([C:32](O)=[O:33])=[CH:26]2.C1C=CC2N(O)N=NC=2C=1.CCN=C=NCCCN(C)C. Product: [Cl:22][C:23]1[CH:24]=[C:25]2[C:29](=[CH:30][CH:31]=1)[NH:28][C:27]([C:32]([NH:10][NH:9][C:7](=[O:8])[C:6]1[CH:11]=[CH:12][C:3]([C:2]([F:1])([F:13])[F:14])=[N:4][CH:5]=1)=[O:33])=[CH:26]2. The catalyst class is: 18. (2) Reactant: Cl[CH2:2][C:3]([N:5]1[CH2:10][CH2:9][N:8]([CH2:11][C@:12]2([CH3:23])[O:16][C:15]3=[N:17][C:18]([N+:20]([O-:22])=[O:21])=[CH:19][N:14]3[CH2:13]2)[CH2:7][CH2:6]1)=[O:4].[Cl:24][C:25]1[CH:30]=[CH:29][C:28]([OH:31])=[CH:27][CH:26]=1.C(=O)([O-])[O-].[K+].[K+].CN(C=O)C. Product: [Cl:24][C:25]1[CH:30]=[CH:29][C:28]([O:31][CH2:2][C:3]([N:5]2[CH2:10][CH2:9][N:8]([CH2:11][C@:12]3([CH3:23])[O:16][C:15]4=[N:17][C:18]([N+:20]([O-:22])=[O:21])=[CH:19][N:14]4[CH2:13]3)[CH2:7][CH2:6]2)=[O:4])=[CH:27][CH:26]=1. The catalyst class is: 6. (3) Product: [CH3:1][C:2]1([CH3:17])[C:10]2[C:5](=[CH:6][C:7]([N:11]3[CH2:16][CH2:15][O:14][CH2:13][CH2:12]3)=[CH:8][CH:9]=2)[N:4]([C:19]2[C:28]3[C:23](=[CH:24][C:25]([F:29])=[CH:26][CH:27]=3)[N:22]=[C:21]([C:30]3[CH:35]=[CH:34][CH:33]=[CH:32][C:31]=3[F:36])[C:20]=2[CH3:37])[CH2:3]1. Reactant: [CH3:1][C:2]1([CH3:17])[C:10]2[C:5](=[CH:6][C:7]([N:11]3[CH2:16][CH2:15][O:14][CH2:13][CH2:12]3)=[CH:8][CH:9]=2)[NH:4][CH2:3]1.Cl[C:19]1[C:28]2[C:23](=[CH:24][C:25]([F:29])=[CH:26][CH:27]=2)[N:22]=[C:21]([C:30]2[CH:35]=[CH:34][CH:33]=[CH:32][C:31]=2[F:36])[C:20]=1[CH3:37].[H-].[Na+]. The catalyst class is: 3. (4) Reactant: [C:1]([O:5][C:6]([N:8]1[CH2:12][C@@H:11](OS(C)(=O)=O)[C@H:10]([CH2:18][N:19]([CH:36]([CH3:38])[CH3:37])[C:20](=[O:35])[C:21]2[CH:26]=[CH:25][C:24]([O:27][CH3:28])=[C:23]([O:29][CH2:30][CH2:31][CH2:32][O:33][CH3:34])[CH:22]=2)[CH2:9]1)=[O:7])([CH3:4])([CH3:3])[CH3:2].[CH2:39]([NH2:46])[C:40]1[CH:45]=[CH:44][CH:43]=[CH:42][CH:41]=1.C([O-])([O-])=O.[K+].[K+].O. Product: [C:1]([O:5][C:6]([N:8]1[CH2:9][C@@H:10]([CH2:18][N:19]([CH:36]([CH3:37])[CH3:38])[C:20](=[O:35])[C:21]2[CH:26]=[CH:25][C:24]([O:27][CH3:28])=[C:23]([O:29][CH2:30][CH2:31][CH2:32][O:33][CH3:34])[CH:22]=2)[C@@H:11]([NH:46][CH2:39][C:40]2[CH:45]=[CH:44][CH:43]=[CH:42][CH:41]=2)[CH2:12]1)=[O:7])([CH3:2])([CH3:3])[CH3:4]. The catalyst class is: 3. (5) Reactant: [F:1][C:2]([F:24])([F:23])[O:3][C:4]1[CH:5]=[C:6]2[C:11](=[CH:12][CH:13]=1)[NH:10][CH:9]([C:14]([F:17])([F:16])[F:15])[C:8]([C:18]([O:20]CC)=[O:19])=[CH:7]2.[OH-].[Na+]. Product: [F:24][C:2]([F:1])([F:23])[O:3][C:4]1[CH:5]=[C:6]2[C:11](=[CH:12][CH:13]=1)[NH:10][CH:9]([C:14]([F:15])([F:16])[F:17])[C:8]([C:18]([OH:20])=[O:19])=[CH:7]2. The catalyst class is: 24. (6) Reactant: [C:1]([NH:8][C@@H:9]([C:11]([OH:13])=O)[CH3:10])([O:3][C:4]([CH3:7])([CH3:6])[CH3:5])=[O:2].[NH2:14][CH2:15][CH:16]([OH:18])[CH3:17]. Product: [C:4]([O:3][C:1]([NH:8][C@@H:9]([C:11]([NH:14][CH2:15][CH:16]([OH:18])[CH3:17])=[O:13])[CH3:10])=[O:2])([CH3:5])([CH3:6])[CH3:7]. The catalyst class is: 2. (7) Reactant: [F:1][C:2]([F:30])([F:29])[C@H:3]([N:7]1[CH:11]=[C:10]([C:12]2[C:13]3[CH:20]=[CH:19][N:18]([CH2:21][O:22][CH2:23][CH2:24][Si:25]([CH3:28])([CH3:27])[CH3:26])[C:14]=3[N:15]=[CH:16][N:17]=2)[CH:9]=[N:8]1)[CH2:4][C:5]#N.[H-].C([Al+]CC(C)C)C(C)C.C[OH:42].Cl. Product: [F:1][C:2]([F:29])([F:30])[C@H:3]([N:7]1[CH:11]=[C:10]([C:12]2[C:13]3[CH:20]=[CH:19][N:18]([CH2:21][O:22][CH2:23][CH2:24][Si:25]([CH3:26])([CH3:27])[CH3:28])[C:14]=3[N:15]=[CH:16][N:17]=2)[CH:9]=[N:8]1)[CH2:4][CH:5]=[O:42]. The catalyst class is: 34. (8) The catalyst class is: 8. Reactant: [Cl:1][C:2]1[CH:3]=[C:4]([CH:9]2[CH:15]([CH2:16][O:17][CH3:18])[O:14][CH2:13][CH2:12][N:11](C(OC(C)(C)C)=O)[CH2:10]2)[CH:5]=[CH:6][C:7]=1[Cl:8].Cl.C(O)C. Product: [ClH:1].[Cl:1][C:2]1[CH:3]=[C:4]([CH:9]2[CH:15]([CH2:16][O:17][CH3:18])[O:14][CH2:13][CH2:12][NH:11][CH2:10]2)[CH:5]=[CH:6][C:7]=1[Cl:8].